This data is from Full USPTO retrosynthesis dataset with 1.9M reactions from patents (1976-2016). The task is: Predict the reactants needed to synthesize the given product. (1) Given the product [C:37]1([CH2:36][O:35][C:32]2[CH:31]=[CH:30][C:29]([CH2:28][CH2:27][N:4]3[CH2:5][CH2:6][N:1]([C:7]4[CH:8]=[CH:9][CH:10]=[C:11]5[C:16]=4[N:15]=[CH:14][CH:13]=[CH:12]5)[CH2:2][CH2:3]3)=[CH:34][CH:33]=2)[CH:38]=[CH:39][CH:40]=[CH:41][CH:42]=1, predict the reactants needed to synthesize it. The reactants are: [N:1]1([C:7]2[CH:8]=[CH:9][CH:10]=[C:11]3[C:16]=2[N:15]=[CH:14][CH:13]=[CH:12]3)[CH2:6][CH2:5][NH:4][CH2:3][CH2:2]1.C(N(C(C)C)CC)(C)C.Br[CH2:27][CH2:28][C:29]1[CH:34]=[CH:33][C:32]([O:35][CH2:36][C:37]2[CH:42]=[CH:41][CH:40]=[CH:39][CH:38]=2)=[CH:31][CH:30]=1. (2) The reactants are: [F:1][C:2]1[CH:7]=[CH:6][C:5]([CH:8]([OH:28])[CH:9]([CH2:15][C:16]2[O:20][N:19]=[C:18]([O:21][C:22]([F:27])([F:26])[CH:23]([F:25])[F:24])[CH:17]=2)[C:10]([O:12]CC)=[O:11])=[CH:4][CH:3]=1.[OH-].[Na+]. Given the product [F:1][C:2]1[CH:3]=[CH:4][C:5]([CH:8]([OH:28])[CH:9]([CH2:15][C:16]2[O:20][N:19]=[C:18]([O:21][C:22]([F:26])([F:27])[CH:23]([F:25])[F:24])[CH:17]=2)[C:10]([OH:12])=[O:11])=[CH:6][CH:7]=1, predict the reactants needed to synthesize it. (3) Given the product [Cl:20][C:16]1[CH:15]=[C:14]([B:13]([C:5]2[CH:6]=[CH:7][C:8]([O:9][CH3:10])=[C:3]([O:2][CH3:1])[CH:4]=2)[OH:21])[CH:19]=[CH:18][CH:17]=1, predict the reactants needed to synthesize it. The reactants are: [CH3:1][O:2][C:3]1[CH:4]=[C:5]([Mg]Br)[CH:6]=[CH:7][C:8]=1[O:9][CH3:10].[B:13](OCCO)([OH:21])[C:14]1[CH:19]=[CH:18][CH:17]=[C:16]([Cl:20])[CH:15]=1. (4) Given the product [ClH:14].[N:1]1[CH:6]=[CH:5][N:4]=[CH:3][C:2]=1[C:7]([NH2:15])=[NH:8], predict the reactants needed to synthesize it. The reactants are: [N:1]1[CH:6]=[CH:5][N:4]=[CH:3][C:2]=1[C:7]#[N:8].CO.C[O-].[Na+].[Cl-:14].[NH4+:15]. (5) Given the product [Cl:1][C:2]1[C:11]([O:12][CH:15]([CH3:17])[CH3:16])=[C:10]2[C:5]([CH:6]=[CH:7][CH:8]=[N:9]2)=[C:4]([I:13])[CH:3]=1, predict the reactants needed to synthesize it. The reactants are: [Cl:1][C:2]1[C:11]([OH:12])=[C:10]2[C:5]([CH:6]=[CH:7][CH:8]=[N:9]2)=[C:4]([I:13])[CH:3]=1.Br[CH:15]([CH3:17])[CH3:16]. (6) Given the product [NH2:12][CH2:13][C:14]1[CH:21]=[CH:20][C:17]([CH2:18][NH2:19])=[CH:16][C:15]=1[F:11], predict the reactants needed to synthesize it. The reactants are: BrCC1C=CC(CBr)=CC=1[F:11].[NH2:12][CH2:13][C:14]1[CH:21]=[CH:20][C:17]([CH2:18][NH2:19])=[CH:16][C:15]=1Cl. (7) The reactants are: CC1NC(=O)C2SC3C=C(OC(F)(F)F)C=CC=3NC=2C=1.[C:22]1([CH:28]2[NH:37][C:36](=[O:38])[C:35]3[S:34][C:33]4[CH:39]=[C:40]([O:43][C:44]([F:47])([F:46])[F:45])[CH:41]=[CH:42][C:32]=4[NH:31][C:30]=3[CH2:29]2)[CH:27]=[CH:26][CH:25]=[CH:24][CH:23]=1. Given the product [C:22]1([C:28]2[NH:37][C:36](=[O:38])[C:35]3[S:34][C:33]4[CH:39]=[C:40]([O:43][C:44]([F:45])([F:46])[F:47])[CH:41]=[CH:42][C:32]=4[NH:31][C:30]=3[CH:29]=2)[CH:23]=[CH:24][CH:25]=[CH:26][CH:27]=1, predict the reactants needed to synthesize it. (8) The reactants are: [OH:1][C:2]1([C:15]2[S:42][C:18]3[N:19]=[CH:20][N:21]=[C:22]([C:23]4[CH:28]=[CH:27][CH:26]=[C:25]([NH:29][C:30](=[O:41])[C:31]5[CH:36]=[CH:35][CH:34]=[C:33]([C:37]([F:40])([F:39])[F:38])[CH:32]=5)[CH:24]=4)[C:17]=3[CH:16]=2)[CH2:7][CH2:6][N:5](C(OC(C)(C)C)=O)[CH2:4][CH2:3]1.C(O)(C(F)(F)F)=O. Given the product [OH:1][C:2]1([C:15]2[S:42][C:18]3[N:19]=[CH:20][N:21]=[C:22]([C:23]4[CH:24]=[C:25]([NH:29][C:30](=[O:41])[C:31]5[CH:36]=[CH:35][CH:34]=[C:33]([C:37]([F:40])([F:38])[F:39])[CH:32]=5)[CH:26]=[CH:27][CH:28]=4)[C:17]=3[CH:16]=2)[CH2:3][CH2:4][NH:5][CH2:6][CH2:7]1, predict the reactants needed to synthesize it.